This data is from Catalyst prediction with 721,799 reactions and 888 catalyst types from USPTO. The task is: Predict which catalyst facilitates the given reaction. (1) Reactant: [CH2:1]([N:8]([CH2:16][CH2:17][OH:18])[C:9]([O:11][C:12]([CH3:15])([CH3:14])[CH3:13])=[O:10])[C:2]1[CH:7]=[CH:6][CH:5]=[CH:4][CH:3]=1.[F:19][C:20]1[CH:25]=[CH:24][C:23](O)=[CH:22][CH:21]=1.C1C=CC(P(C2C=CC=CC=2)C2C=CC=CC=2)=CC=1.CC(OC(/N=N/C(OC(C)C)=O)=O)C. Product: [CH2:1]([N:8]([CH2:16][CH2:17][O:18][C:23]1[CH:24]=[CH:25][C:20]([F:19])=[CH:21][CH:22]=1)[C:9]([O:11][C:12]([CH3:13])([CH3:14])[CH3:15])=[O:10])[C:2]1[CH:7]=[CH:6][CH:5]=[CH:4][CH:3]=1. The catalyst class is: 1. (2) Reactant: [NH2:1][C:2]1[N:7]=[C:6]([CH2:8][CH2:9][O:10][C:11]2[CH:12]=[CH:13][C:14]3[CH2:20][CH:19]([CH2:21][C:22]([O:24]CC)=[O:23])[C:18]4[CH:27]=[CH:28][CH:29]=[CH:30][C:17]=4[CH2:16][C:15]=3[CH:31]=2)[CH:5]=[CH:4][CH:3]=1.[OH-].[Na+]. Product: [NH2:1][C:2]1[N:7]=[C:6]([CH2:8][CH2:9][O:10][C:11]2[CH:12]=[CH:13][C:14]3[CH2:20][CH:19]([CH2:21][C:22]([OH:24])=[O:23])[C:18]4[CH:27]=[CH:28][CH:29]=[CH:30][C:17]=4[CH2:16][C:15]=3[CH:31]=2)[CH:5]=[CH:4][CH:3]=1. The catalyst class is: 5. (3) Reactant: CS(O[CH2:6][C:7]1[CH:12]=[CH:11][CH:10]=[C:9]([C:13]2[N:18]=[C:17]([N:19]3[CH2:24][CH2:23][O:22][CH2:21][CH2:20]3)[C:16]3=[CH:25][C:26]([CH2:28][N:29]([CH3:31])[CH3:30])=[CH:27][N:15]3[N:14]=2)[CH:8]=1)(=O)=O.[CH3:32][S:33]([O-:35])=[O:34].[Na+].O. Product: [CH3:31][N:29]([CH3:30])[CH2:28][C:26]1[CH:25]=[C:16]2[N:15]([CH:27]=1)[N:14]=[C:13]([C:9]1[CH:10]=[CH:11][CH:12]=[C:7]([CH2:6][S:33]([CH3:32])(=[O:35])=[O:34])[CH:8]=1)[N:18]=[C:17]2[N:19]1[CH2:24][CH2:23][O:22][CH2:21][CH2:20]1. The catalyst class is: 60. (4) Reactant: [C:1]([O:5][C:6](=[O:24])[CH2:7][CH2:8][CH2:9][CH2:10][CH2:11][CH2:12][CH2:13][CH2:14][CH2:15][CH2:16][CH2:17][CH2:18][CH2:19][CH2:20][C:21]([OH:23])=O)([CH3:4])([CH3:3])[CH3:2].C1C=NC2N(O)N=NC=2C=1.C1CCC(N=C=NC2CCCCC2)CC1.[C:50]([O:54][C:55](=[O:66])[C:56]1[CH:64]=[C:63]([NH2:65])[CH:62]=[C:58]([C:59]([OH:61])=[O:60])[CH:57]=1)([CH3:53])([CH3:52])[CH3:51].CCN(C(C)C)C(C)C. Product: [C:50]([O:54][C:55](=[O:66])[C:56]1[CH:64]=[C:63]([NH:65][C:21](=[O:23])[CH2:20][CH2:19][CH2:18][CH2:17][CH2:16][CH2:15][CH2:14][CH2:13][CH2:12][CH2:11][CH2:10][CH2:9][CH2:8][CH2:7][C:6]([O:5][C:1]([CH3:2])([CH3:3])[CH3:4])=[O:24])[CH:62]=[C:58]([C:59]([OH:61])=[O:60])[CH:57]=1)([CH3:53])([CH3:51])[CH3:52]. The catalyst class is: 2. (5) Reactant: C1(CN2C3C=CC(CSC(C)C)=CC=3N=C2CC(C)(C)C)CC1.[CH:24]1([CH2:27][N:28]2[C:32]3[CH:33]=[CH:34][C:35]([CH2:37][S:38]([CH:41]([CH3:43])[CH3:42])(=[O:40])=[O:39])=[CH:36][C:31]=3[N:30]=[C:29]2[CH2:44][C:45]([CH3:48])([CH3:47])[CH3:46])[CH2:26][CH2:25]1.[ClH:49]. Product: [ClH:49].[CH:24]1([CH2:27][N:28]2[C:32]3[CH:33]=[CH:34][C:35]([CH2:37][S:38]([CH:41]([CH3:42])[CH3:43])(=[O:39])=[O:40])=[CH:36][C:31]=3[N:30]=[C:29]2[CH2:44][C:45]([CH3:47])([CH3:46])[CH3:48])[CH2:26][CH2:25]1. The catalyst class is: 13.